From a dataset of Catalyst prediction with 721,799 reactions and 888 catalyst types from USPTO. Predict which catalyst facilitates the given reaction. Reactant: [CH:1]1([C:4]2[NH:24][C:7]3[N:8]=[N:9][C:10]([CH2:12][CH2:13][CH2:14][CH2:15][N:16]4[CH:20]=[C:19]([C:21]([OH:23])=[O:22])[N:18]=[N:17]4)=[CH:11][C:6]=3[C:5]=2I)[CH2:3][CH2:2]1.[Cl-].[Cl:27][C:28]1[N:33]=[CH:32][C:31]([CH2:34][Zn+])=[CH:30][CH:29]=1.O1C=CC=C1P(C1OC=CC=1)C1OC=CC=1. The catalyst class is: 110. Product: [Cl:27][C:28]1[N:33]=[CH:32][C:31]([CH2:34][C:5]2[C:6]3[CH:11]=[C:10]([CH2:12][CH2:13][CH2:14][CH2:15][N:16]4[CH:20]=[C:19]([C:21]([OH:23])=[O:22])[N:18]=[N:17]4)[N:9]=[N:8][C:7]=3[NH:24][C:4]=2[CH:1]2[CH2:3][CH2:2]2)=[CH:30][CH:29]=1.